From a dataset of Forward reaction prediction with 1.9M reactions from USPTO patents (1976-2016). Predict the product of the given reaction. (1) Given the reactants [C:1]1([C:7]2[O:8][C:9]([C:15]([F:18])([F:17])[F:16])=[C:10]([C:12](O)=[O:13])[N:11]=2)[CH:6]=[CH:5][CH:4]=[CH:3][CH:2]=1.C[Si](C=[N+]=[N-])(C)C.[H-].[H-].[H-].[H-].[Li+].[Al+3].Cl, predict the reaction product. The product is: [C:1]1([C:7]2[O:8][C:9]([C:15]([F:17])([F:18])[F:16])=[C:10]([CH2:12][OH:13])[N:11]=2)[CH:2]=[CH:3][CH:4]=[CH:5][CH:6]=1. (2) Given the reactants [CH2:1]([O:3][C:4]([C:6]1[NH:7][C:8]2[C:13]([CH:14]=1)=[CH:12][C:11]([O:15][CH2:16][C:17]([O:19]C(C)(C)C)=[O:18])=[CH:10][CH:9]=2)=[O:5])[CH3:2].FC(F)(F)C(O)=O, predict the reaction product. The product is: [CH2:1]([O:3][C:4]([C:6]1[NH:7][C:8]2[C:13]([CH:14]=1)=[CH:12][C:11]([O:15][CH2:16][C:17]([OH:19])=[O:18])=[CH:10][CH:9]=2)=[O:5])[CH3:2]. (3) Given the reactants [C:1]1([NH:7][NH2:8])[CH:6]=[CH:5][CH:4]=[CH:3][CH:2]=1.[CH2:9]([O:11][C:12](=[O:20])[CH:13]([C:17](=O)[CH3:18])[C:14](=O)[CH3:15])[CH3:10].N1C=CC=CC=1, predict the reaction product. The product is: [CH2:9]([O:11][C:12]([C:13]1[C:14]([CH3:15])=[N:8][N:7]([C:1]2[CH:6]=[CH:5][CH:4]=[CH:3][CH:2]=2)[C:17]=1[CH3:18])=[O:20])[CH3:10]. (4) Given the reactants [F:1][C:2]1[CH:3]=[C:4]2[C:8](=[CH:9][CH:10]=1)[NH:7][N:6]=[C:5]2[I:11].[F:12][C:13]([F:17])([F:16])[CH2:14]I, predict the reaction product. The product is: [F:1][C:2]1[CH:3]=[C:4]2[C:8](=[CH:9][CH:10]=1)[N:7]([CH2:14][C:13]([F:17])([F:16])[F:12])[N:6]=[C:5]2[I:11]. (5) The product is: [Br:1][C:2]1[C:3]([OH:15])=[C:4]([C:9](=[O:14])[CH2:10][CH:11]([CH3:13])[CH3:12])[CH:5]=[CH:6][C:7]=1[O:8][CH2:3][CH2:2][CH2:7][CH2:6][O:16][C:17]1[CH:18]=[N:19][CH:20]=[CH:21][CH:22]=1. Given the reactants [Br:1][C:2]1[C:3]([OH:15])=[C:4]([C:9](=[O:14])[CH2:10][CH:11]([CH3:13])[CH3:12])[CH:5]=[CH:6][C:7]=1[OH:8].[OH:16][C:17]1[CH:18]=[N:19][CH:20]=[CH:21][CH:22]=1, predict the reaction product. (6) Given the reactants C(N(CC)CC)C.[OH:8][C@H:9]([C:23]1[CH:28]=[CH:27][CH:26]=[CH:25][N:24]=1)[C@H:10]1[O:15][CH2:14][CH2:13][N:12]([C:16]([O:18][C:19]([CH3:22])([CH3:21])[CH3:20])=[O:17])[CH2:11]1.[CH3:29][S:30](Cl)(=[O:32])=[O:31].C([O-])(O)=O.[Na+], predict the reaction product. The product is: [CH3:29][S:30]([O:8][C@H:9]([C:23]1[CH:28]=[CH:27][CH:26]=[CH:25][N:24]=1)[C@H:10]1[O:15][CH2:14][CH2:13][N:12]([C:16]([O:18][C:19]([CH3:22])([CH3:21])[CH3:20])=[O:17])[CH2:11]1)(=[O:32])=[O:31]. (7) The product is: [I:12][C:7]1[CH:2]=[CH:3][CH:4]=[C:5]([S:8]([CH3:11])(=[O:10])=[O:9])[CH:6]=1. Given the reactants Br[C:2]1[CH:7]=[CH:6][C:5]([S:8]([CH3:11])(=[O:10])=[O:9])=[CH:4][CH:3]=1.[I-:12].[Na+].CN[C@@H]1CCCC[C@H]1NC, predict the reaction product.